Dataset: Catalyst prediction with 721,799 reactions and 888 catalyst types from USPTO. Task: Predict which catalyst facilitates the given reaction. (1) Reactant: [F:1][C:2]1[CH:7]=[CH:6][CH:5]=[C:4]([F:8])[C:3]=1[OH:9].C(=O)([O-])[O-].[K+].[K+].F[C:17]1[CH:24]=[CH:23][C:20]([CH:21]=[O:22])=[CH:19][CH:18]=1. Product: [F:1][C:2]1[CH:7]=[CH:6][CH:5]=[C:4]([F:8])[C:3]=1[O:9][C:17]1[CH:24]=[CH:23][C:20]([CH:21]=[O:22])=[CH:19][CH:18]=1. The catalyst class is: 3. (2) Reactant: [CH3:1][C:2]1[N:7]=[CH:6][C:5]([C:8]2[CH:9]=[CH:10][C:11]3[N:17]4[CH2:18][C@H:14]([CH2:15][CH2:16]4)[NH:13][C:12]=3[N:19]=2)=[CH:4][CH:3]=1.ClC(Cl)(O[C:24](=[O:30])OC(Cl)(Cl)Cl)Cl.C(N(CC)CC)C.[CH3:39][C:40]1[N:45]=[C:44]([NH2:46])[CH:43]=[N:42][CH:41]=1. Product: [CH3:39][C:40]1[N:45]=[C:44]([NH:46][C:24]([N:13]2[C@@H:14]3[CH2:18][N:17]([CH2:16][CH2:15]3)[C:11]3[CH:10]=[CH:9][C:8]([C:5]4[CH:6]=[N:7][C:2]([CH3:1])=[CH:3][CH:4]=4)=[N:19][C:12]2=3)=[O:30])[CH:43]=[N:42][CH:41]=1. The catalyst class is: 30. (3) Reactant: [CH2:1]([NH:8][C:9]([N:11]1[CH2:16][CH2:15][C:14](=[O:17])[N:13]2[C@@H:18]([CH2:35][C:36]3[CH:41]=[CH:40][C:39]([OH:42])=[CH:38][CH:37]=3)[C:19](=[O:34])[N:20]([CH2:23][C:24]3[C:33]4[C:28](=[CH:29][CH:30]=[CH:31][CH:32]=4)[CH:27]=[CH:26][CH:25]=3)[C@@H:21]([CH3:22])[CH:12]12)=[O:10])[C:2]1[CH:7]=[CH:6][CH:5]=[CH:4][CH:3]=1.C1COCC1.[C:48](Cl)(=[O:54])[CH2:49][CH2:50][CH2:51][CH2:52][CH3:53].C(N(CC)CC)C. Product: [C:48]([O:42][C:39]1[CH:40]=[CH:41][C:36]([CH2:35][C@@H:18]2[N:13]3[C:14](=[O:17])[CH2:15][CH2:16][N:11]([C:9](=[O:10])[NH:8][CH2:1][C:2]4[CH:7]=[CH:6][CH:5]=[CH:4][CH:3]=4)[CH:12]3[C@H:21]([CH3:22])[N:20]([CH2:23][C:24]3[C:33]4[C:28](=[CH:29][CH:30]=[CH:31][CH:32]=4)[CH:27]=[CH:26][CH:25]=3)[C:19]2=[O:34])=[CH:37][CH:38]=1)(=[O:54])[CH2:49][CH2:50][CH2:51][CH2:52][CH3:53]. The catalyst class is: 13. (4) Reactant: [OH:1][CH2:2][CH:3]1[CH2:6][CH:5]([N:7]2[CH2:12][CH2:11][CH:10]([N:13]3[C:18](=[O:19])[CH2:17][O:16][C@H:15]4[CH2:20][CH2:21][CH2:22][CH2:23][C@H:14]34)[CH2:9][CH2:8]2)[CH2:4]1.[OH-].[K+].I[CH2:27][CH3:28]. Product: [CH2:27]([O:1][CH2:2][CH:3]1[CH2:6][CH:5]([N:7]2[CH2:8][CH2:9][CH:10]([N:13]3[C:18](=[O:19])[CH2:17][O:16][C@H:15]4[CH2:20][CH2:21][CH2:22][CH2:23][C@H:14]34)[CH2:11][CH2:12]2)[CH2:4]1)[CH3:28]. The catalyst class is: 16. (5) Reactant: [CH:1]1([C:4]([NH:6][C:7]2[O:15][C:10]3[CH2:11][O:12][CH2:13][CH2:14][C:9]=3[C:8]=2[C:16]#[N:17])=[O:5])[CH2:3][CH2:2]1.[OH-:18].[Na+]. Product: [CH:1]1([C:4]([NH:6][C:7]2[O:15][C:10]3[CH2:11][O:12][CH2:13][CH2:14][C:9]=3[C:8]=2[C:16]([NH2:17])=[O:18])=[O:5])[CH2:2][CH2:3]1. The catalyst class is: 6. (6) Reactant: [CH3:1][O:2][C:3]1[C:4]([CH:12]=C)=[N:5][C:6]([N+:9]([O-:11])=[O:10])=[CH:7][CH:8]=1.C[OH:15]. Product: [CH3:1][O:2][C:3]1[C:4]([CH:12]=[O:15])=[N:5][C:6]([N+:9]([O-:11])=[O:10])=[CH:7][CH:8]=1. The catalyst class is: 2. (7) Reactant: [F:1][C:2]([F:15])([F:14])[C:3]([C:5]1[CH:13]=[CH:12][C:8]([C:9]([OH:11])=[O:10])=[CH:7][CH:6]=1)=[O:4]. Product: [F:1][C:2]([F:14])([F:15])[CH:3]([C:5]1[CH:6]=[CH:7][C:8]([C:9]([OH:11])=[O:10])=[CH:12][CH:13]=1)[OH:4]. The catalyst class is: 293.